From a dataset of Forward reaction prediction with 1.9M reactions from USPTO patents (1976-2016). Predict the product of the given reaction. Given the reactants [CH3:1][O:2][C:3]1[CH:8]=[CH:7][C:6]([N+:9]([O-])=O)=[CH:5][C:4]=1[N:12]1[CH2:17][CH2:16][N:15]([C:18]([O:20][C:21]([CH3:24])([CH3:23])[CH3:22])=[O:19])[CH2:14][CH2:13]1.C(O)C.C([O-])=O.[NH4+].C1(C)C=CC=CC=1.CO, predict the reaction product. The product is: [NH2:9][C:6]1[CH:7]=[CH:8][C:3]([O:2][CH3:1])=[C:4]([N:12]2[CH2:17][CH2:16][N:15]([C:18]([O:20][C:21]([CH3:22])([CH3:23])[CH3:24])=[O:19])[CH2:14][CH2:13]2)[CH:5]=1.